This data is from Catalyst prediction with 721,799 reactions and 888 catalyst types from USPTO. The task is: Predict which catalyst facilitates the given reaction. Reactant: [C:1]([O:4][C@H:5]1[C@H:10]([O:11][C:12](=[O:14])[CH3:13])[CH:9]=[C:8]([C:15]2[CH:20]=[CH:19][N:18]=[CH:17][C:16]=2[N+:21]([O-:23])=[O:22])[O:7][C@@H:6]1[CH2:24][OH:25])(=[O:3])[CH3:2].[S:26](Cl)([C:29]1[CH:35]=[CH:34][C:32]([CH3:33])=[CH:31][CH:30]=1)(=[O:28])=[O:27]. Product: [C:1]([O:4][C@H:5]1[C@H:10]([O:11][C:12](=[O:14])[CH3:13])[CH:9]=[C:8]([C:15]2[CH:20]=[CH:19][N:18]=[CH:17][C:16]=2[N+:21]([O-:23])=[O:22])[O:7][C@@H:6]1[CH2:24][O:25][S:26]([C:29]1[CH:35]=[CH:34][C:32]([CH3:33])=[CH:31][CH:30]=1)(=[O:28])=[O:27])(=[O:3])[CH3:2]. The catalyst class is: 17.